From a dataset of Catalyst prediction with 721,799 reactions and 888 catalyst types from USPTO. Predict which catalyst facilitates the given reaction. (1) The catalyst class is: 3. Product: [F:13][C:14]1[CH:19]=[C:18]([O:8][CH2:7][C:6]2[CH:9]=[CH:10][C:3]([O:2][CH3:1])=[CH:4][CH:5]=2)[CH:17]=[CH:16][N:15]=1. Reactant: [CH3:1][O:2][C:3]1[CH:10]=[CH:9][C:6]([CH2:7][OH:8])=[CH:5][CH:4]=1.[H-].[Na+].[F:13][C:14]1[CH:19]=[C:18](F)[CH:17]=[CH:16][N:15]=1. (2) Reactant: [CH3:1][N:2]([CH3:7])[CH2:3][CH2:4][CH2:5][NH2:6].[C:8](OC(=O)C)(=[O:10])[CH3:9].[OH-].[Na+]. Product: [C:8]([NH:6][CH2:5][CH2:4][CH2:3][N:2]([CH3:7])[CH3:1])(=[O:10])[CH3:9]. The catalyst class is: 21. (3) Reactant: [OH:1][C:2]1[CH:10]=[CH:9][C:5]([C:6]([NH2:8])=[O:7])=[C:4]([N+:11]([O-:13])=[O:12])[CH:3]=1.C(=O)([O-])[O-].[K+].[K+].[Br:20][CH2:21][CH2:22][CH2:23][CH2:24]Br. Product: [Br:20][CH2:21][CH2:22][CH2:23][CH2:24][O:1][C:2]1[CH:10]=[CH:9][C:5]([C:6]([NH2:8])=[O:7])=[C:4]([N+:11]([O-:13])=[O:12])[CH:3]=1. The catalyst class is: 21. (4) Reactant: CCN=C=NCCCN(C)C.Cl.[C:13]([O:16][C:17]1[CH:25]=[CH:24][C:23]([Cl:26])=[CH:22][C:18]=1[C:19]([OH:21])=O)(=[O:15])[CH3:14].[NH2:27][C@@H:28]([CH2:46][C:47]1[CH:52]=[CH:51][CH:50]=[CH:49][CH:48]=1)[C:29]([NH:31][C:32]1[CH:37]=[C:36]([C:38]([F:41])([F:40])[F:39])[CH:35]=[C:34]([C:42]([F:45])([F:44])[F:43])[CH:33]=1)=[O:30].ON1C2C=CC=CC=2N=N1.Cl. Product: [C:13]([O:16][C:17]1[CH:25]=[CH:24][C:23]([Cl:26])=[CH:22][C:18]=1[C:19]([NH:27][C@H:28]([C:29](=[O:30])[NH:31][C:32]1[CH:37]=[C:36]([C:38]([F:40])([F:41])[F:39])[CH:35]=[C:34]([C:42]([F:43])([F:44])[F:45])[CH:33]=1)[CH2:46][C:47]1[CH:48]=[CH:49][CH:50]=[CH:51][CH:52]=1)=[O:21])(=[O:15])[CH3:14]. The catalyst class is: 9. (5) Reactant: [C:1]([C:3]1[CH:8]=[C:7]([CH3:9])[CH:6]=[CH:5][C:4]=1[C:10]1[CH:15]=[C:14]([CH2:16][OH:17])[CH:13]=[C:12]([C:18]([OH:20])=O)[CH:11]=1)#[N:2].Cl.Cl.[CH3:23][C:24]1[N:29]=[CH:28][C:27]([C@H:30]([NH2:32])[CH3:31])=[CH:26][CH:25]=1.F[P-](F)(F)(F)(F)F.C[N+](C)=C(N(C)C)ON1C2N=CC=CC=2N=N1.C(N(CC)C(C)C)(C)C. Product: [C:1]([C:3]1[CH:8]=[C:7]([CH3:9])[CH:6]=[CH:5][C:4]=1[C:10]1[CH:15]=[C:14]([CH2:16][OH:17])[CH:13]=[C:12]([C:18]([NH:32][C@@H:30]([C:27]2[CH:28]=[N:29][C:24]([CH3:23])=[CH:25][CH:26]=2)[CH3:31])=[O:20])[CH:11]=1)#[N:2]. The catalyst class is: 9. (6) Reactant: [CH3:1][CH:2]([NH2:13])[CH2:3][C:4]1[CH:9]=[CH:8][CH:7]=[C:6]([N+:10]([O-:12])=[O:11])[CH:5]=1.[C:14](O[C:14]([O:16][C:17]([CH3:20])([CH3:19])[CH3:18])=[O:15])([O:16][C:17]([CH3:20])([CH3:19])[CH3:18])=[O:15]. Product: [C:17]([O:16][C:14](=[O:15])[NH:13][CH:2]([CH3:1])[CH2:3][C:4]1[CH:9]=[CH:8][CH:7]=[C:6]([N+:10]([O-:12])=[O:11])[CH:5]=1)([CH3:20])([CH3:19])[CH3:18]. The catalyst class is: 7. (7) Reactant: [N+]([O-])([O-])=O.[Co+2:5].[N+]([O-])([O-])=O.[Co].[CH3:11][C:12]([NH:14][C:15]1[CH:20]=[C:19]([C:21]2[CH:26]=[C:25]3[C:27]([C:30]4[C:35]([O:36][CH3:37])=[CH:34][CH:33]=[CH:32][CH:31]=4)=[CH:28][NH:29][C:24]3=[N:23][CH:22]=2)[CH:18]=[CH:17][CH:16]=1)=[O:13]. Product: [Co:5].[CH3:11][C:12]([NH:14][C:15]1[CH:20]=[C:19]([C:21]2[CH:26]=[C:25]3[C:27]([C:30]4[C:35]([O:36][CH3:37])=[CH:34][CH:33]=[CH:32][CH:31]=4)=[CH:28][NH:29][C:24]3=[N:23][CH:22]=2)[CH:18]=[CH:17][CH:16]=1)=[O:13]. The catalyst class is: 6.